From a dataset of Reaction yield outcomes from USPTO patents with 853,638 reactions. Predict the reaction yield, written as a fraction of the theoretical maximum amount of product (1.0 means a 100% yield; for example, 0.34 means a 34% yield). (1) The reactants are Cl[C:2]1[N:11]=[C:10]([NH:12][CH2:13][CH:14]([C:21]2[CH:26]=[CH:25][CH:24]=[CH:23][CH:22]=2)[C:15]2[CH:20]=[CH:19][CH:18]=[CH:17][CH:16]=2)[C:9]2[C:4](=[CH:5][CH:6]=[CH:7][CH:8]=2)[N:3]=1.[CH3:27][O:28][C:29]1[N:34]=[CH:33][C:32](B(O)O)=[CH:31][N:30]=1.C(NC1C2C(=CC=CC=2)N=C(C2SC3C=CC=CC=3C=2)N=1)(C1C=CC=CC=1)C1C=CC=CC=1. The catalyst is C1CCCCC1.CCOC(C)=O. The product is [C:15]1([CH:14]([C:21]2[CH:26]=[CH:25][CH:24]=[CH:23][CH:22]=2)[CH2:13][NH:12][C:10]2[C:9]3[C:4](=[CH:5][CH:6]=[CH:7][CH:8]=3)[N:3]=[C:2]([C:32]3[CH:31]=[N:30][C:29]([O:28][CH3:27])=[N:34][CH:33]=3)[N:11]=2)[CH:20]=[CH:19][CH:18]=[CH:17][CH:16]=1. The yield is 0.940. (2) The reactants are [F:1][C:2]([F:13])([F:12])[C:3]1[CH:4]=[C:5]2[CH:11]=[CH:10][NH:9][C:6]2=[N:7][CH:8]=1.[H-].[Na+].Cl[C:17]1[N:21]([CH3:22])[N:20]=[C:19]([CH3:23])[C:18]=1[CH:24]=[O:25].O. The catalyst is CN(C)C=O. The product is [CH3:22][N:21]1[C:17]([N:9]2[C:6]3=[N:7][CH:8]=[C:3]([C:2]([F:1])([F:12])[F:13])[CH:4]=[C:5]3[CH:11]=[CH:10]2)=[C:18]([CH:24]=[O:25])[C:19]([CH3:23])=[N:20]1. The yield is 0.690. (3) The product is [CH2:8]([CH:3]1[CH2:4][O:5][CH2:6][CH2:7][N:2]1[OH:1])[C:9]1[CH:14]=[CH:13][CH:12]=[CH:11][CH:10]=1. The catalyst is ClCCl.O=[Mn]=O. The yield is 0.340. The reactants are [OH:1][N:2]1[CH2:7][CH2:6][O:5][CH2:4][CH2:3]1.[CH2:8]([Mg]Cl)[C:9]1[CH:14]=[CH:13][CH:12]=[CH:11][CH:10]=1.[Cl-].[NH4+]. (4) The reactants are [CH3:1][N:2]([CH3:23])[C:3]([NH:5][C:6]1[CH:11]=[C:10]([O:12][C:13]2[C:14]([CH3:22])=[N:15][C:16]([N+:19]([O-])=O)=[CH:17][CH:18]=2)[CH:9]=[CH:8][N:7]=1)=[O:4].[NH4+].[Cl-]. The catalyst is CO.C1COCC1.CCOC(C)=O.[Zn]. The product is [NH2:19][C:16]1[N:15]=[C:14]([CH3:22])[C:13]([O:12][C:10]2[CH:9]=[CH:8][N:7]=[C:6]([NH:5][C:3](=[O:4])[N:2]([CH3:23])[CH3:1])[CH:11]=2)=[CH:18][CH:17]=1. The yield is 1.13. (5) The reactants are [CH3:1][C:2]1[C:7]2[N:8]=[C:9]([NH2:12])[N:10]=[N:11][C:6]=2[CH:5]=[C:4]([C:13]2[CH:18]=[CH:17][CH:16]=[C:15]([N+:19]([O-:21])=[O:20])[CH:14]=2)[CH:3]=1.Br[C:23]1[CH:28]=[CH:27][C:26]([S:29]([NH:32][CH2:33][CH2:34][N:35]2[CH2:39][CH2:38][CH2:37][CH2:36]2)(=[O:31])=[O:30])=[CH:25][CH:24]=1.C(=O)([O-])[O-].[Cs+].[Cs+].C1(P(C2C=CC=CC=2)C2C3OC4C(=CC=CC=4P(C4C=CC=CC=4)C4C=CC=CC=4)C(C)(C)C=3C=CC=2)C=CC=CC=1. The catalyst is [Pd].[Pd].C(=CC(C=CC1C=CC=CC=1)=O)C1C=CC=CC=1.C(=CC(C=CC1C=CC=CC=1)=O)C1C=CC=CC=1.C(=CC(C=CC1C=CC=CC=1)=O)C1C=CC=CC=1. The product is [CH3:1][C:2]1[C:7]2[N:8]=[C:9]([NH:12][C:23]3[CH:28]=[CH:27][C:26]([S:29]([NH:32][CH2:33][CH2:34][N:35]4[CH2:36][CH2:37][CH2:38][CH2:39]4)(=[O:31])=[O:30])=[CH:25][CH:24]=3)[N:10]=[N:11][C:6]=2[CH:5]=[C:4]([C:13]2[CH:18]=[CH:17][CH:16]=[C:15]([N+:19]([O-:21])=[O:20])[CH:14]=2)[CH:3]=1. The yield is 0.390. (6) The reactants are [Cl-].O[NH3+:3].[C:4](=[O:7])([O-])[OH:5].[Na+].CS(C)=O.[CH2:13]([C:17]1[N:18]=[C:19]([CH3:56])[N:20]([C:39]2[CH:40]=[C:41]3[C:45](=[CH:46][CH:47]=2)[CH2:44][CH2:43][CH:42]3[O:48][Si:49]([C:52]([CH3:55])([CH3:54])[CH3:53])([CH3:51])[CH3:50])[C:21](=[O:38])[C:22]=1[CH2:23][C:24]1[CH:29]=[CH:28][C:27]([C:30]2[C:31]([C:36]#[N:37])=[CH:32][CH:33]=[CH:34][CH:35]=2)=[CH:26][CH:25]=1)[CH2:14][CH2:15][CH3:16]. The catalyst is O.C(OCC)(=O)C. The product is [CH2:13]([C:17]1[N:18]=[C:19]([CH3:56])[N:20]([C:39]2[CH:40]=[C:41]3[C:45](=[CH:46][CH:47]=2)[CH2:44][CH2:43][CH:42]3[O:48][Si:49]([C:52]([CH3:55])([CH3:54])[CH3:53])([CH3:51])[CH3:50])[C:21](=[O:38])[C:22]=1[CH2:23][C:24]1[CH:25]=[CH:26][C:27]([C:30]2[CH:35]=[CH:34][CH:33]=[CH:32][C:31]=2[C:36]2[NH:3][C:4](=[O:7])[O:5][N:37]=2)=[CH:28][CH:29]=1)[CH2:14][CH2:15][CH3:16]. The yield is 0.420. (7) The reactants are CN(C)[N:3]=[CH:4]/[CH:5]=[CH:6]/[CH3:7].Br[C:10]1[C:11](=[O:21])[C:12]2[C:17]([C:18](=[O:20])[CH:19]=1)=[CH:16][CH:15]=[CH:14][CH:13]=2. The catalyst is C1(C)C(C)=CC=CC=1. The product is [CH3:7][C:6]1[CH:5]=[CH:4][N:3]=[C:19]2[C:18](=[O:20])[C:17]3[CH:16]=[CH:15][CH:14]=[CH:13][C:12]=3[C:11](=[O:21])[C:10]=12. The yield is 0.570. (8) The reactants are [Br:1][C:2]1[C:3]([F:12])=[C:4]2[C:10]([NH2:11])=[CH:9][NH:8][C:5]2=[N:6][CH:7]=1.[CH:13]1([CH2:16][C:17](O)=[O:18])[CH2:15][CH2:14]1.C(N(CC)CC)C.C1N(P(Cl)(N2C(=O)OCC2)=O)C(=O)OC1.[Li+].[OH-]. The catalyst is C(Cl)Cl.O. The product is [Br:1][C:2]1[C:3]([F:12])=[C:4]2[C:10]([NH:11][C:17](=[O:18])[CH2:16][CH:13]3[CH2:15][CH2:14]3)=[CH:9][NH:8][C:5]2=[N:6][CH:7]=1. The yield is 0.750. (9) The reactants are C[Si](C)(C)CC[N:5]([C:9]1[CH:13]=[C:12]([CH3:14])[N:11]([CH2:15][C:16]2[CH:21]=[C:20]([Br:22])[CH:19]=[CH:18][C:17]=2[O:23][CH2:24][CH:25]([CH3:27])[CH3:26])[N:10]=1)C(=O)[O-].[F-].C([N+](CCCC)(CCCC)CCCC)CCC. The catalyst is C1COCC1. The product is [Br:22][C:20]1[CH:19]=[CH:18][C:17]([O:23][CH2:24][CH:25]([CH3:27])[CH3:26])=[C:16]([CH2:15][N:11]2[C:12]([CH3:14])=[CH:13][C:9]([NH2:5])=[N:10]2)[CH:21]=1. The yield is 0.800. (10) The reactants are [CH3:1][O:2][CH:3]([C:8]1[CH:16]=[CH:15][CH:14]=[C:13]2[C:9]=1[CH2:10][CH2:11][CH:12]2[OH:17])[C:4]([CH3:7])([CH3:6])[CH3:5].[CH3:18][O:19][C:20](=[O:32])[CH2:21][CH:22]1[C:26]2[CH:27]=[CH:28][C:29](O)=[CH:30][C:25]=2[O:24][CH2:23]1. No catalyst specified. The product is [CH3:18][O:19][C:20](=[O:32])[CH2:21][CH:22]1[C:26]2[CH:27]=[CH:28][C:29]([O:17][CH:12]3[C:13]4[C:9](=[C:8]([CH:3]([O:2][CH3:1])[C:4]([CH3:7])([CH3:6])[CH3:5])[CH:16]=[CH:15][CH:14]=4)[CH2:10][CH2:11]3)=[CH:30][C:25]=2[O:24][CH2:23]1. The yield is 0.460.